Dataset: CYP1A2 inhibition data for predicting drug metabolism from PubChem BioAssay. Task: Regression/Classification. Given a drug SMILES string, predict its absorption, distribution, metabolism, or excretion properties. Task type varies by dataset: regression for continuous measurements (e.g., permeability, clearance, half-life) or binary classification for categorical outcomes (e.g., BBB penetration, CYP inhibition). Dataset: cyp1a2_veith. (1) The molecule is Cc1ccc2c(c1)NC(=O)c1cccnc1N2. The result is 1 (inhibitor). (2) The molecule is CCc1c(O)nc2sc3ccccc3n2c1=O. The result is 1 (inhibitor). (3) The compound is COCCn1c(=O)c(-c2ccc(Cl)cc2)nc2cnc(Oc3cccc(Cl)c3)nc21. The result is 1 (inhibitor). (4) The compound is O=C(c1ccco1)N1CCN(S(=O)(=O)c2ccc3[nH]c(=O)oc3c2)CC1. The result is 0 (non-inhibitor). (5) The drug is CC(C)c1ccc2c(c1)c(SC(C)(C)C)c(CC(C)(C)C(=O)[O-])n2Cc1ccc(Cl)cc1.[Na+]. The result is 1 (inhibitor). (6) The molecule is COc1ccc(C[N+](C)(C)N)cc1OC. The result is 0 (non-inhibitor).